Dataset: NCI-60 drug combinations with 297,098 pairs across 59 cell lines. Task: Regression. Given two drug SMILES strings and cell line genomic features, predict the synergy score measuring deviation from expected non-interaction effect. (1) Drug 1: CCC1(CC2CC(C3=C(CCN(C2)C1)C4=CC=CC=C4N3)(C5=C(C=C6C(=C5)C78CCN9C7C(C=CC9)(C(C(C8N6C=O)(C(=O)OC)O)OC(=O)C)CC)OC)C(=O)OC)O.OS(=O)(=O)O. Drug 2: CCC1(CC2CC(C3=C(CCN(C2)C1)C4=CC=CC=C4N3)(C5=C(C=C6C(=C5)C78CCN9C7C(C=CC9)(C(C(C8N6C)(C(=O)OC)O)OC(=O)C)CC)OC)C(=O)OC)O.OS(=O)(=O)O. Cell line: A498. Synergy scores: CSS=12.4, Synergy_ZIP=-0.280, Synergy_Bliss=5.52, Synergy_Loewe=4.79, Synergy_HSA=4.46. (2) Drug 1: C1=CC(=CC=C1CCC2=CNC3=C2C(=O)NC(=N3)N)C(=O)NC(CCC(=O)O)C(=O)O. Drug 2: C(CN)CNCCSP(=O)(O)O. Cell line: HOP-62. Synergy scores: CSS=23.1, Synergy_ZIP=-6.88, Synergy_Bliss=5.63, Synergy_Loewe=-20.5, Synergy_HSA=5.39. (3) Drug 1: CN1C(=O)N2C=NC(=C2N=N1)C(=O)N. Drug 2: C1=CN(C=N1)CC(O)(P(=O)(O)O)P(=O)(O)O. Cell line: NCI/ADR-RES. Synergy scores: CSS=-6.75, Synergy_ZIP=0.366, Synergy_Bliss=-5.88, Synergy_Loewe=-7.85, Synergy_HSA=-7.95. (4) Drug 1: CC1=C(C=C(C=C1)NC2=NC=CC(=N2)N(C)C3=CC4=NN(C(=C4C=C3)C)C)S(=O)(=O)N.Cl. Drug 2: CC1CCCC2(C(O2)CC(NC(=O)CC(C(C(=O)C(C1O)C)(C)C)O)C(=CC3=CSC(=N3)C)C)C. Cell line: MOLT-4. Synergy scores: CSS=11.5, Synergy_ZIP=-2.75, Synergy_Bliss=-0.290, Synergy_Loewe=1.26, Synergy_HSA=1.53. (5) Drug 1: CC(C)CN1C=NC2=C1C3=CC=CC=C3N=C2N. Drug 2: COCCOC1=C(C=C2C(=C1)C(=NC=N2)NC3=CC=CC(=C3)C#C)OCCOC.Cl. Cell line: OVCAR-8. Synergy scores: CSS=5.63, Synergy_ZIP=-0.853, Synergy_Bliss=1.12, Synergy_Loewe=1.07, Synergy_HSA=1.22.